This data is from Full USPTO retrosynthesis dataset with 1.9M reactions from patents (1976-2016). The task is: Predict the reactants needed to synthesize the given product. (1) Given the product [Br:1][C:2]1[CH:3]=[N:4][C:5]2[N:6]([N:8]=[C:9]([C:11]([N:13]3[CH2:18][CH2:17][C:16]4=[C:19]([C:27]5[NH:26][N:25]=[N:24][N:23]=5)[NH:20][CH:21]=[C:15]4[CH:14]3[CH3:22])=[O:12])[CH:10]=2)[CH:7]=1, predict the reactants needed to synthesize it. The reactants are: [Br:1][C:2]1[CH:3]=[N:4][C:5]2[N:6]([N:8]=[C:9]([C:11]([N:13]3[CH2:18][CH2:17][C:16]4=[CH:19][NH:20][CH:21]=[C:15]4[CH:14]3[CH3:22])=[O:12])[CH:10]=2)[CH:7]=1.[NH:23]1[CH:27]=[N:26][N:25]=[N:24]1. (2) Given the product [C:11]([NH:15][C:16]1[N:17]=[C:18]([N:3]2[C:4]3[CH:9]=[C:8]([NH2:10])[CH:7]=[CH:6][C:5]=3[N:1]=[CH:2]2)[CH:19]=[N:20][CH:21]=1)([CH3:14])([CH3:12])[CH3:13], predict the reactants needed to synthesize it. The reactants are: [NH:1]1[C:5]2[CH:6]=[CH:7][C:8]([NH2:10])=[CH:9][C:4]=2[N:3]=[CH:2]1.[C:11]([NH:15][C:16]1[CH:21]=[N:20][CH:19]=[C:18](Cl)[N:17]=1)([CH3:14])([CH3:13])[CH3:12].C(=O)([O-])[O-].[Cs+].[Cs+]. (3) The reactants are: Br[C:2]1[CH:7]=[C:6]([N+:8]([O-:10])=[O:9])[CH:5]=[C:4]([O:11][CH3:12])[CH:3]=1.[CH:13]1([S:16]([O-:18])=[O:17])[CH2:15][CH2:14]1.[Na+].N1CCC[C@H]1C(O)=O.[OH-].[Na+]. Given the product [CH:13]1([S:16]([C:2]2[CH:7]=[C:6]([N+:8]([O-:10])=[O:9])[CH:5]=[C:4]([O:11][CH3:12])[CH:3]=2)(=[O:18])=[O:17])[CH2:15][CH2:14]1, predict the reactants needed to synthesize it. (4) Given the product [ClH:54].[C:38]([NH:37][C:36]([C:35]1[C:29]2[C:30](=[N:31][CH:32]=[C:27]([C:16]3[C:17]4[C:22](=[CH:21][CH:20]=[C:19]([O:23][CH:24]([F:25])[F:26])[CH:18]=4)[N:14]([CH:11]4[CH2:10][CH2:9][NH:8][CH2:13][CH2:12]4)[N:15]=3)[N:28]=2)[N:33]([CH2:43][O:44][CH2:45][CH2:46][Si:47]([CH3:50])([CH3:49])[CH3:48])[CH:34]=1)=[O:42])([CH3:41])([CH3:40])[CH3:39], predict the reactants needed to synthesize it. The reactants are: C(OC([N:8]1[CH2:13][CH2:12][CH:11]([N:14]2[C:22]3[C:17](=[CH:18][C:19]([O:23][CH:24]([F:26])[F:25])=[CH:20][CH:21]=3)[C:16]([C:27]3[N:28]=[C:29]4[C:35]([C:36](=[O:42])[NH:37][C:38]([CH3:41])([CH3:40])[CH3:39])=[CH:34][N:33]([CH2:43][O:44][CH2:45][CH2:46][Si:47]([CH3:50])([CH3:49])[CH3:48])[C:30]4=[N:31][CH:32]=3)=[N:15]2)[CH2:10][CH2:9]1)=O)(C)(C)C.C([Cl:54])(=O)C. (5) Given the product [Cl:13][C:10]1[CH:11]=[CH:12][C:7]([B:22]([OH:23])[OH:21])=[CH:8][C:9]=1[O:14][C:15]([F:18])([F:17])[F:16], predict the reactants needed to synthesize it. The reactants are: [Li]CCCC.Br[C:7]1[CH:12]=[CH:11][C:10]([Cl:13])=[C:9]([O:14][C:15]([F:18])([F:17])[F:16])[CH:8]=1.C([O:21][B:22](OCC)[O:23]CC)C.Cl. (6) Given the product [F:50][CH:46]([F:51])[N:19]1[C:20]2[C:16](=[CH:15][CH:14]=[C:13]([C:10]3[CH2:11][CH2:12][C@:8]([C:4]4[CH:5]=[CH:6][CH:7]=[C:2]([F:1])[C:3]=4[CH3:26])([C:22]([O:24][CH3:25])=[O:23])[CH:9]=3)[CH:21]=2)[CH:17]=[N:18]1, predict the reactants needed to synthesize it. The reactants are: [F:1][C:2]1[C:3]([CH3:26])=[C:4]([C@:8]2([C:22]([O:24][CH3:25])=[O:23])[CH2:12][CH2:11][C:10]([C:13]3[CH:21]=[C:20]4[C:16]([CH:17]=[N:18][NH:19]4)=[CH:15][CH:14]=3)=[CH:9]2)[CH:5]=[CH:6][CH:7]=1.C1OCCOCCOCCOCCOCCOC1.Cl[C:46]([F:51])([F:50])C([O-])=O.[Na+]. (7) Given the product [C:20]([O:23][C:24]([NH:6][C@H:7]([CH2:12][C:13]1[CH:18]=[CH:17][CH:16]=[CH:15][CH:14]=1)[C:8]([O:10][CH3:11])=[O:9])=[O:25])([CH3:22])([CH3:21])[CH3:19], predict the reactants needed to synthesize it. The reactants are: C([O-])(O)=O.[Na+].[NH2:6][C@H:7]([CH2:12][C:13]1[CH:18]=[CH:17][CH:16]=[CH:15][CH:14]=1)[C:8]([O:10][CH3:11])=[O:9].[CH3:19][C:20]([O:23][C:24](O[C:24]([O:23][C:20]([CH3:22])([CH3:21])[CH3:19])=[O:25])=[O:25])([CH3:22])[CH3:21]. (8) Given the product [Br-:11].[NH3+:19][CH2:20][CH2:21][CH2:22][CH2:23][CH2:24][CH2:25][P+:26]([C:39]1[CH:44]=[CH:43][CH:42]=[CH:41][CH:40]=1)([C:27]1[CH:28]=[CH:29][CH:30]=[CH:31][CH:32]=1)[C:33]1[CH:38]=[CH:37][CH:36]=[CH:35][CH:34]=1.[Br-:11].[C:45]([OH:51])([C:47]([F:50])([F:49])[F:48])=[O:46], predict the reactants needed to synthesize it. The reactants are: C([SiH](C(C)C)C(C)C)(C)C.[Br-:11].C(OC([NH:19][CH2:20][CH2:21][CH2:22][CH2:23][CH2:24][CH2:25][P+:26]([C:39]1[CH:44]=[CH:43][CH:42]=[CH:41][CH:40]=1)([C:33]1[CH:38]=[CH:37][CH:36]=[CH:35][CH:34]=1)[C:27]1[CH:32]=[CH:31][CH:30]=[CH:29][CH:28]=1)=O)(C)(C)C.[C:45]([OH:51])([C:47]([F:50])([F:49])[F:48])=[O:46].C(Cl)Cl.